From a dataset of Forward reaction prediction with 1.9M reactions from USPTO patents (1976-2016). Predict the product of the given reaction. (1) Given the reactants C(O[C:10]1[CH:19]=[C:18]2[C:13]([CH:14]=[CH:15][C:16]([OH:20])=[CH:17]2)=[CH:12][CH:11]=1)CCCCCCC, predict the reaction product. The product is: [CH:11]1[CH:12]=[C:13]2[CH:14]=[CH:15][C:16]([OH:20])=[C:17]([C:17]3[C:18]4[C:13](=[CH:12][CH:11]=[CH:10][CH:19]=4)[CH:14]=[CH:15][C:16]=3[OH:20])[C:18]2=[CH:19][CH:10]=1. (2) Given the reactants Cl[C:2]([O:4][CH3:5])=[O:3].[Cl:6][C:7]1[CH:12]=[C:11]([F:13])[CH:10]=[CH:9][C:8]=1[OH:14].[OH-].[Na+], predict the reaction product. The product is: [C:2](=[O:3])([O:4][CH3:5])[O:14][C:8]1[CH:9]=[CH:10][C:11]([F:13])=[CH:12][C:7]=1[Cl:6]. (3) Given the reactants [C:1]([O:5][C:6](=[O:31])[C:7]1[CH:12]=[CH:11][C:10]([C:13](=[O:29])/[CH:14]=[C:15](\[C:20]2[CH:25]=[C:24]([Cl:26])[C:23]([Cl:27])=[C:22]([Cl:28])[CH:21]=2)/[C:16]([F:19])([F:18])[F:17])=[CH:9][C:8]=1[CH3:30])([CH3:4])([CH3:3])[CH3:2].C(O)(=[S:34])C.C(N(CC)CC)C, predict the reaction product. The product is: [C:1]([O:5][C:6](=[O:31])[C:7]1[CH:12]=[CH:11][C:10]([C:13](=[O:29])[CH2:14][C:15]([SH:34])([C:20]2[CH:25]=[C:24]([Cl:26])[C:23]([Cl:27])=[C:22]([Cl:28])[CH:21]=2)[C:16]([F:17])([F:19])[F:18])=[CH:9][C:8]=1[CH3:30])([CH3:4])([CH3:3])[CH3:2].